Dataset: Retrosynthesis with 50K atom-mapped reactions and 10 reaction types from USPTO. Task: Predict the reactants needed to synthesize the given product. (1) Given the product CCOc1c(C#N)ncc2c1c1cc(Br)cnc1n2S(=O)(=O)c1ccccc1, predict the reactants needed to synthesize it. The reactants are: CCI.N#Cc1ncc2c(c1O)c1cc(Br)cnc1n2S(=O)(=O)c1ccccc1. (2) Given the product O=C(Nc1cccnn1)C1CCN(c2cccs2)CC1, predict the reactants needed to synthesize it. The reactants are: Nc1cccnn1.O=C(O)C1CCN(c2cccs2)CC1. (3) Given the product COc1cc2c(c(NC(C)=O)c1OC)CCC2=O, predict the reactants needed to synthesize it. The reactants are: CC(=O)Cl.COc1cc2c(c(N)c1OC)CCC2=O. (4) Given the product CC1CCN(CCOc2ccc(I)cc2)CC1, predict the reactants needed to synthesize it. The reactants are: CC1CCN(CCCl)CC1.Oc1ccc(I)cc1. (5) The reactants are: C#C[Si](C)(C)C.Cc1c(Nc2ccc(I)cc2F)c2c(=O)n(C[C@@H](O)CO)cnc2n(C)c1=O. Given the product C#Cc1ccc(Nc2c(C)c(=O)n(C)c3ncn(C[C@@H](O)CO)c(=O)c23)c(F)c1, predict the reactants needed to synthesize it. (6) Given the product Ic1cnccc1OCCc1ccsc1, predict the reactants needed to synthesize it. The reactants are: Clc1ccncc1I.OCCc1ccsc1. (7) Given the product CCCCS(=O)(=O)N1CC[C@H](N(CC2CCCCC2)c2ccc(C#N)c(Cl)c2)C1, predict the reactants needed to synthesize it. The reactants are: CCCCS(=O)(=O)Cl.N#Cc1ccc(N(CC2CCCCC2)[C@H]2CCNC2)cc1Cl. (8) Given the product CC(=O)N1Cc2cc(Cl)ccc2-n2c(nnc2N2CCC(c3ccccc3)CC2)C1, predict the reactants needed to synthesize it. The reactants are: CC(=O)OC(C)=O.Clc1ccc2c(c1)CNCc1nnc(N3CCC(c4ccccc4)CC3)n1-2.